This data is from CYP2D6 inhibition data for predicting drug metabolism from PubChem BioAssay. The task is: Regression/Classification. Given a drug SMILES string, predict its absorption, distribution, metabolism, or excretion properties. Task type varies by dataset: regression for continuous measurements (e.g., permeability, clearance, half-life) or binary classification for categorical outcomes (e.g., BBB penetration, CYP inhibition). Dataset: cyp2d6_veith. (1) The molecule is COc1ccc(-c2cnnn2-c2ccc(NC(=O)c3ccco3)cc2)cc1OC. The result is 1 (inhibitor). (2) The drug is Cc1ccccc1-c1nc(N(C)Cc2ccco2)c2ccccc2n1. The result is 1 (inhibitor). (3) The compound is O=S(=O)(c1ccccc1)N1CCC2(CC1)CN(Cc1ccccc1)C2. The result is 1 (inhibitor).